Regression. Given a target protein amino acid sequence and a drug SMILES string, predict the binding affinity score between them. We predict pIC50 (pIC50 = -log10(IC50 in M); higher means more potent). Dataset: bindingdb_ic50. From a dataset of Drug-target binding data from BindingDB using IC50 measurements. (1) The pIC50 is 5.8. The drug is CCCCNCCCc1c[nH]c2ccc(F)cc12. The target protein (P05164) has sequence MGVPFFSSLRCMVDLGPCWAGGLTAEMKLLLALAGLLAILATPQPSEGAAPAVLGEVDTSLVLSSMEEAKQLVDKAYKERRESIKQRLRSGSASPMELLSYFKQPVAATRTAVRAADYLHVALDLLERKLRSLWRRPFNVTDVLTPAQLNVLSKSSGCAYQDVGVTCPEQDKYRTITGMCNNRRSPTLGASNRAFVRWLPAEYEDGFSLPYGWTPGVKRNGFPVALARAVSNEIVRFPTDQLTPDQERSLMFMQWGQLLDHDLDFTPEPAARASFVTGVNCETSCVQQPPCFPLKIPPNDPRIKNQADCIPFFRSCPACPGSNITIRNQINALTSFVDASMVYGSEEPLARNLRNMSNQLGLLAVNQRFQDNGRALLPFDNLHDDPCLLTNRSARIPCFLAGDTRSSEMPELTSMHTLLLREHNRLATELKSLNPRWDGERLYQEARKIVGAMVQIITYRDYLPLVLGPTAMRKYLPTYRSYNDSVDPRIANVFTNAFRY.... (2) The small molecule is Cc1ccc(C(=O)Nc2ccc(S(=O)(=O)O)c3cc(S(=O)(=O)O)cc(S(=O)(=O)O)c23)cc1NC(=O)c1cccc(NC(=O)Nc2cccc(C(=O)Nc3cc(C(=O)Nc4ccc(S(=O)(=O)O)c5cc(S(=O)(=O)O)cc(S(=O)(=O)O)c45)ccc3C)c2)c1. The target protein (P53686) has sequence MSVSTASTEMSVRKIAAHMKSNPNAKVIFMVGAGISTSCGIPDFRSPGTGLYHNLARLKLPYPEAVFDVDFFQSDPLPFYTLAKELYPGNFRPSKFHYLLKLFQDKDVLKRVYTQNIDTLERQAGVKDDLIIEAHGSFAHCHCIGCGKVYPPQVFKSKLAEHPIKDFVKCDVCGELVKPAIVFFGEDLPDSFSETWLNDSEWLREKITTSGKHPQQPLVIVVGTSLAVYPFASLPEEIPRKVKRVLCNLETVGDFKANKRPTDLIVHQYSDEFAEQLVEELGWQEDFEKILTAQGGMGDNSKEQLLEIVHDLENLSLDQSEHESADKKDKKLQRLNGHDSDEDGASNSSSSQKAAKE. The pIC50 is 3.6.